Dataset: Peptide-MHC class II binding affinity with 134,281 pairs from IEDB. Task: Regression. Given a peptide amino acid sequence and an MHC pseudo amino acid sequence, predict their binding affinity value. This is MHC class II binding data. The peptide sequence is EGATPEAKYDAYVAT. The MHC is DRB1_1602 with pseudo-sequence DRB1_1602. The binding affinity (normalized) is 0.222.